Dataset: Full USPTO retrosynthesis dataset with 1.9M reactions from patents (1976-2016). Task: Predict the reactants needed to synthesize the given product. (1) Given the product [Br:1][C:2]1[CH:3]=[C:4](/[CH:15]=[CH:16]/[C:17]([O:19][CH2:20][CH3:21])=[O:18])[NH:5][CH:6]=1, predict the reactants needed to synthesize it. The reactants are: [Br:1][C:2]1[CH:3]=[C:4](/[CH:15]=[CH:16]/[C:17]([O:19][CH2:20][CH3:21])=[O:18])[N:5](COCC[Si](C)(C)C)[CH:6]=1.[F-].C([N+](CCCC)(CCCC)CCCC)CCC. (2) Given the product [CH2:14]([N:11]1[C:6]2=[N:7][C:8]([CH2:9][CH3:10])=[C:3]([CH2:2][NH:1][C:30]([C:29]3[CH:28]=[C:27]([CH:35]=[CH:34][CH:33]=3)[C:25]([O:24][CH3:23])=[O:26])=[O:31])[C:4]([NH:16][CH:17]3[CH2:18][CH2:19][O:20][CH2:21][CH2:22]3)=[C:5]2[CH:13]=[N:12]1)[CH3:15], predict the reactants needed to synthesize it. The reactants are: [NH2:1][CH2:2][C:3]1[C:8]([CH2:9][CH3:10])=[N:7][C:6]2[N:11]([CH2:14][CH3:15])[N:12]=[CH:13][C:5]=2[C:4]=1[NH:16][CH:17]1[CH2:22][CH2:21][O:20][CH2:19][CH2:18]1.[CH3:23][O:24][C:25]([C:27]1[CH:28]=[C:29]([CH:33]=[CH:34][CH:35]=1)[C:30](O)=[O:31])=[O:26].C(Cl)CCl. (3) The reactants are: [NH:1]1[C:5]2[CH:6]=[CH:7][CH:8]=[CH:9][C:4]=2[N:3]=[C:2]1[CH2:10][C:11]#[N:12].O=[C:14]1[CH2:19][CH2:18][S:17][CH2:16][CH:15]1[C:20](OC)=[O:21].C([O-])(=O)C.[NH4+].O. Given the product [O:21]=[C:20]1[N:3]2[C:2]([NH:1][C:5]3[CH:6]=[CH:7][CH:8]=[CH:9][C:4]=32)=[C:10]([C:11]#[N:12])[C:14]2[CH2:19][CH2:18][S:17][CH2:16][C:15]1=2, predict the reactants needed to synthesize it. (4) The reactants are: Cl[C:2]1[N:7]=[C:6]([N:8]([CH2:10][CH2:11][CH2:12][C:13]2[CH:18]=[CH:17][C:16]([Cl:19])=[CH:15][CH:14]=2)[CH3:9])[N:5]=[C:4]([NH:20][CH2:21][CH2:22][C:23]2[CH:28]=[CH:27][C:26]([O:29]C)=[CH:25][CH:24]=2)[N:3]=1.[CH2:31]([N:34]1[CH2:39][CH2:38][NH:37][CH2:36][CH2:35]1)[CH:32]=[CH2:33].B(Br)(Br)Br.C([O-])(O)=O.[Na+]. Given the product [CH2:31]([N:34]1[CH2:39][CH2:38][N:37]([C:2]2[N:7]=[C:6]([N:8]([CH2:10][CH2:11][CH2:12][C:13]3[CH:18]=[CH:17][C:16]([Cl:19])=[CH:15][CH:14]=3)[CH3:9])[N:5]=[C:4]([NH:20][CH2:21][CH2:22][C:23]3[CH:28]=[CH:27][C:26]([OH:29])=[CH:25][CH:24]=3)[N:3]=2)[CH2:36][CH2:35]1)[CH:32]=[CH2:33], predict the reactants needed to synthesize it. (5) Given the product [CH3:1][O:2][C:3]1[N:8]=[C:7]2[N:9]([CH2:15][C:16]([O:18][CH3:19])=[O:17])[CH:10]=[CH:11][C:6]2=[CH:5][CH:4]=1, predict the reactants needed to synthesize it. The reactants are: [CH3:1][O:2][C:3]1[N:8]=[C:7]2[NH:9][CH:10]=[CH:11][C:6]2=[CH:5][CH:4]=1.[H-].[Na+].Br[CH2:15][C:16]([O:18][CH3:19])=[O:17]. (6) Given the product [CH2:1]([N:5]1[CH2:23][CH2:22][C@:12]23[C:13]4[C:14]5[O:21][C@H:11]2[C:10](=[O:24])[CH2:9][CH2:8][C@@:7]3([OH:25])[C@H:6]1[CH2:19][C:18]=4[CH:17]=[CH:16][C:15]=5[O:20][CH2:32][C:33]1[CH:38]=[CH:37][CH:36]=[CH:35][CH:34]=1)[CH:2]([CH3:4])[CH3:3], predict the reactants needed to synthesize it. The reactants are: [CH2:1]([N:5]1[CH2:23][CH2:22][C@:12]23[C:13]4[C:14]5[O:21][C@H:11]2[C:10](=[O:24])[CH2:9][CH2:8][C@@:7]3([OH:25])[C@H:6]1[CH2:19][C:18]=4[CH:17]=[CH:16][C:15]=5[OH:20])[CH:2]([CH3:4])[CH3:3].C([O-])([O-])=O.[K+].[K+].[CH2:32](Br)[C:33]1[CH:38]=[CH:37][CH:36]=[CH:35][CH:34]=1. (7) Given the product [Cl:1][C:2]1[CH:3]=[CH:4][C:5]([C:25]#[N:26])=[C:6]([C:8]2[C:13]([O:14][CH3:15])=[CH:12][N:11]([CH:16]([CH2:33][C@@H:34]3[CH2:39][CH2:38][CH2:37][CH2:36][O:35]3)[C:17]([O:19][C:20]([CH3:21])([CH3:22])[CH3:23])=[O:18])[C:10](=[O:24])[CH:9]=2)[CH:7]=1, predict the reactants needed to synthesize it. The reactants are: [Cl:1][C:2]1[CH:3]=[CH:4][C:5]([C:25]#[N:26])=[C:6]([C:8]2[C:13]([O:14][CH3:15])=[CH:12][N:11]([CH2:16][C:17]([O:19][C:20]([CH3:23])([CH3:22])[CH3:21])=[O:18])[C:10](=[O:24])[CH:9]=2)[CH:7]=1.FC(F)(F)S(O[CH2:33][C@@H:34]1[CH2:39][CH2:38][CH2:37][CH2:36][O:35]1)(=O)=O. (8) Given the product [C:16]([O:15][C:13]([N:8]1[CH2:9][C@@H:10]([F:12])[CH2:11][C@@H:7]1[CH2:5][OH:4])=[O:14])([CH3:19])([CH3:18])[CH3:17], predict the reactants needed to synthesize it. The reactants are: [BH4-].[Li+].C[O:4][C:5]([C@H:7]1[CH2:11][C@H:10]([F:12])[CH2:9][N:8]1[C:13]([O:15][C:16]([CH3:19])([CH3:18])[CH3:17])=[O:14])=O.